Dataset: Peptide-MHC class II binding affinity with 134,281 pairs from IEDB. Task: Regression. Given a peptide amino acid sequence and an MHC pseudo amino acid sequence, predict their binding affinity value. This is MHC class II binding data. (1) The peptide sequence is RQNIHSLSPQEREQF. The MHC is DRB1_1101 with pseudo-sequence DRB1_1101. The binding affinity (normalized) is 0. (2) The peptide sequence is ILSEGNSFTAPNESY. The MHC is DRB1_1302 with pseudo-sequence DRB1_1302. The binding affinity (normalized) is 0.389. (3) The peptide sequence is STNDDEVLIEVNPPF. The MHC is DRB1_1501 with pseudo-sequence DRB1_1501. The binding affinity (normalized) is 0.0362. (4) The peptide sequence is TAAATAPADDKFTVF. The MHC is DRB1_1101 with pseudo-sequence DRB1_1101. The binding affinity (normalized) is 0.0747. (5) The peptide sequence is MKNIFMLTLFILIIT. The MHC is DRB1_1302 with pseudo-sequence DRB1_1302. The binding affinity (normalized) is 0.135. (6) The peptide sequence is GSHEVNGTWMIHTLE. The MHC is DRB1_0301 with pseudo-sequence DRB1_0301. The binding affinity (normalized) is 0.204. (7) The peptide sequence is GCLQIVDKIDAAFKI. The MHC is DRB5_0101 with pseudo-sequence DRB5_0101. The binding affinity (normalized) is 0.582.